This data is from Reaction yield outcomes from USPTO patents with 853,638 reactions. The task is: Predict the reaction yield, written as a fraction of the theoretical maximum amount of product (1.0 means a 100% yield; for example, 0.34 means a 34% yield). The reactants are C(OC([N:11]1[CH2:15][CH:14]2[CH:16]([OH:19])[CH2:17][CH2:18][CH:13]2[CH2:12]1)=O)C1C=CC=CC=1.[H][H]. The catalyst is O1CCCC1.CO.[Pd]. The product is [CH2:12]1[CH:13]2[CH2:18][CH2:17][CH:16]([OH:19])[CH:14]2[CH2:15][NH:11]1. The yield is 0.990.